Dataset: NCI-60 drug combinations with 297,098 pairs across 59 cell lines. Task: Regression. Given two drug SMILES strings and cell line genomic features, predict the synergy score measuring deviation from expected non-interaction effect. (1) Drug 1: CC1C(C(CC(O1)OC2CC(CC3=C2C(=C4C(=C3O)C(=O)C5=C(C4=O)C(=CC=C5)OC)O)(C(=O)CO)O)N)O.Cl. Cell line: NCI-H226. Drug 2: C1CN(CCN1C(=O)CCBr)C(=O)CCBr. Synergy scores: CSS=5.43, Synergy_ZIP=0.708, Synergy_Bliss=3.59, Synergy_Loewe=3.58, Synergy_HSA=4.27. (2) Drug 1: C1CC(C1)(C(=O)O)C(=O)O.[NH2-].[NH2-].[Pt+2]. Drug 2: CS(=O)(=O)CCNCC1=CC=C(O1)C2=CC3=C(C=C2)N=CN=C3NC4=CC(=C(C=C4)OCC5=CC(=CC=C5)F)Cl. Cell line: ACHN. Synergy scores: CSS=17.3, Synergy_ZIP=-9.69, Synergy_Bliss=-1.84, Synergy_Loewe=-2.80, Synergy_HSA=-0.229. (3) Drug 1: CN(C)N=NC1=C(NC=N1)C(=O)N. Drug 2: CC1C(C(=O)NC(C(=O)N2CCCC2C(=O)N(CC(=O)N(C(C(=O)O1)C(C)C)C)C)C(C)C)NC(=O)C3=C4C(=C(C=C3)C)OC5=C(C(=O)C(=C(C5=N4)C(=O)NC6C(OC(=O)C(N(C(=O)CN(C(=O)C7CCCN7C(=O)C(NC6=O)C(C)C)C)C)C(C)C)C)N)C. Cell line: SK-MEL-28. Synergy scores: CSS=0.461, Synergy_ZIP=1.15, Synergy_Bliss=6.33, Synergy_Loewe=5.37, Synergy_HSA=4.74. (4) Drug 1: CC1C(C(=O)NC(C(=O)N2CCCC2C(=O)N(CC(=O)N(C(C(=O)O1)C(C)C)C)C)C(C)C)NC(=O)C3=C4C(=C(C=C3)C)OC5=C(C(=O)C(=C(C5=N4)C(=O)NC6C(OC(=O)C(N(C(=O)CN(C(=O)C7CCCN7C(=O)C(NC6=O)C(C)C)C)C)C(C)C)C)N)C. Drug 2: C1CC(C1)(C(=O)O)C(=O)O.[NH2-].[NH2-].[Pt+2]. Cell line: NCIH23. Synergy scores: CSS=25.0, Synergy_ZIP=-6.66, Synergy_Bliss=-1.72, Synergy_Loewe=-8.50, Synergy_HSA=0.565.